This data is from Full USPTO retrosynthesis dataset with 1.9M reactions from patents (1976-2016). The task is: Predict the reactants needed to synthesize the given product. (1) Given the product [NH2:12][C:8]1[CH:7]=[C:6]2[C:11]([C:2]([CH3:13])([CH3:1])[CH2:3][N:4]([C:21](=[O:23])[CH3:22])[CH2:5]2)=[CH:10][CH:9]=1, predict the reactants needed to synthesize it. The reactants are: [CH3:1][C:2]1([CH3:13])[C:11]2[C:6](=[CH:7][C:8]([NH2:12])=[CH:9][CH:10]=2)[CH2:5][NH:4][CH2:3]1.CCN(CC)CC.[C:21](OC(=O)C)(=[O:23])[CH3:22]. (2) Given the product [CH2:21]([O:23][C:24](=[O:27])[CH:25]([OH:26])[CH:15]([C:12]1[CH:11]=[CH:10][C:9]([O:8][CH2:1][C:2]2[CH:3]=[CH:4][CH:5]=[CH:6][CH:7]=2)=[CH:14][CH:13]=1)[C:16](=[O:20])[CH2:17][CH2:18][CH3:19])[CH3:22], predict the reactants needed to synthesize it. The reactants are: [CH2:1]([O:8][C:9]1[CH:14]=[CH:13][C:12]([CH2:15][C:16](=[O:20])[CH2:17][CH2:18][CH3:19])=[CH:11][CH:10]=1)[C:2]1[CH:7]=[CH:6][CH:5]=[CH:4][CH:3]=1.[CH2:21]([O:23][C:24](=[O:27])[CH:25]=[O:26])[CH3:22]. (3) Given the product [CH3:1][O:2][C:3]1[N:8]=[CH:7][C:6]([C:9]2[C:14]([CH3:15])=[C:13]([C:16]([F:19])([F:18])[F:17])[N:12]3[N:20]=[CH:21][C:22]([C:23]([N:65]4[CH2:64][CH2:63][N:62]([C:66]([O:68][C:69]([CH3:72])([CH3:71])[CH3:70])=[O:67])[CH2:61][C@H:60]4[CH3:59])=[O:24])=[C:11]3[N:10]=2)=[CH:5][CH:4]=1, predict the reactants needed to synthesize it. The reactants are: [CH3:1][O:2][C:3]1[N:8]=[CH:7][C:6]([C:9]2[C:14]([CH3:15])=[C:13]([C:16]([F:19])([F:18])[F:17])[N:12]3[N:20]=[CH:21][C:22]([C:23](O)=[O:24])=[C:11]3[N:10]=2)=[CH:5][CH:4]=1.CN(C(ON1N=NC2C=CC=NC1=2)=[N+](C)C)C.F[P-](F)(F)(F)(F)F.CCN(C(C)C)C(C)C.[CH3:59][C@H:60]1[NH:65][CH2:64][CH2:63][N:62]([C:66]([O:68][C:69]([CH3:72])([CH3:71])[CH3:70])=[O:67])[CH2:61]1. (4) Given the product [Br:31][CH2:32][C:33]([NH:34][C:18]([C:16]1[CH:15]=[C:14]2[C:9]([CH2:10][NH:11][C:12](=[O:30])[N:13]2[C:22]2[C:23]([Cl:29])=[CH:24][CH:25]=[CH:26][C:27]=2[Cl:28])=[C:8]([C:3]2[CH:4]=[CH:5][CH:6]=[CH:7][C:2]=2[Cl:1])[CH:17]=1)([CH3:19])[CH3:20])=[O:36], predict the reactants needed to synthesize it. The reactants are: [Cl:1][C:2]1[CH:7]=[CH:6][CH:5]=[CH:4][C:3]=1[C:8]1[CH:17]=[C:16]([C:18](O)([CH3:20])[CH3:19])[CH:15]=[C:14]2[C:9]=1[CH2:10][NH:11][C:12](=[O:30])[N:13]2[C:22]1[C:27]([Cl:28])=[CH:26][CH:25]=[CH:24][C:23]=1[Cl:29].[Br:31][CH2:32][C:33]#[N:34].S(=O)(=O)(O)[OH:36]. (5) Given the product [Br:1][C:2]1[CH:27]=[CH:26][C:5]([O:6][C:7]2[CH:12]=[CH:11][CH:10]=[CH:9][C:8]=2[NH:13][S:14]([C:17]2[CH:25]=[CH:24][C:20]([C:21]([N:41]3[CH2:42][CH2:43][CH:38]([CH2:37][C:36]4[CH:35]=[CH:34][C:33]([C:29]5[NH:30][CH2:31][CH2:32][N:28]=5)=[CH:45][CH:44]=4)[CH2:39][CH2:40]3)=[O:22])=[CH:19][CH:18]=2)(=[O:16])=[O:15])=[CH:4][CH:3]=1, predict the reactants needed to synthesize it. The reactants are: [Br:1][C:2]1[CH:27]=[CH:26][C:5]([O:6][C:7]2[CH:12]=[CH:11][CH:10]=[CH:9][C:8]=2[NH:13][S:14]([C:17]2[CH:25]=[CH:24][C:20]([C:21](O)=[O:22])=[CH:19][CH:18]=2)(=[O:16])=[O:15])=[CH:4][CH:3]=1.[NH:28]1[CH2:32][CH2:31][N:30]=[C:29]1[C:33]1[CH:45]=[CH:44][C:36]([CH2:37][CH:38]2[CH2:43][CH2:42][NH:41][CH2:40][CH2:39]2)=[CH:35][CH:34]=1. (6) Given the product [CH:20]1([C:19]2[C:7]([O:6][CH2:5][CH:4]3[CH2:24][CH2:25][N:27]([C@@H:28]4[C:36]5[C:31](=[CH:32][CH:33]=[CH:34][CH:35]=5)[CH2:30][C@@H:29]4[OH:37])[CH2:2][CH2:3]3)=[CH:8][C:9]([F:23])=[C:10]([CH:18]=2)[C:11]([O:13][C:14]([CH3:17])([CH3:16])[CH3:15])=[O:12])[CH2:22][CH2:21]1, predict the reactants needed to synthesize it. The reactants are: Br[CH2:2][CH2:3][CH:4]([CH2:24][CH2:25]Br)[CH2:5][O:6][C:7]1[C:19]([CH:20]2[CH2:22][CH2:21]2)=[CH:18][C:10]([C:11]([O:13][C:14]([CH3:17])([CH3:16])[CH3:15])=[O:12])=[C:9]([F:23])[CH:8]=1.[NH2:27][CH:28]1[C:36]2[C:31](=[CH:32][CH:33]=[CH:34][CH:35]=2)[CH2:30][CH:29]1[OH:37].C(=O)([O-])[O-].[K+].[K+].[I-].[Na+]. (7) Given the product [C:1]([O:5][C:6](=[O:14])[NH:7][CH2:8][CH:9]([CH:10]1[CH2:11][CH2:12]1)[NH:13][CH3:15])([CH3:4])([CH3:2])[CH3:3], predict the reactants needed to synthesize it. The reactants are: [C:1]([O:5][C:6](=[O:14])[NH:7][CH2:8][CH:9]([NH2:13])[CH:10]1[CH2:12][CH2:11]1)([CH3:4])([CH3:3])[CH3:2].[CH2:15]=O.O.[BH4-].[Na+]. (8) Given the product [NH:1]1[C:9]2[C:4](=[C:5]([C:10]3[N:11]=[C:12]([N:22]4[CH2:23][CH2:24][O:25][CH2:26][CH2:27]4)[C:13]4[S:18][C:17]([C:19]([N:34]5[CH2:35][CH2:36][N:31]([C:28](=[O:30])[CH3:29])[CH2:32][CH2:33]5)=[O:21])=[CH:16][C:14]=4[N:15]=3)[CH:6]=[CH:7][CH:8]=2)[CH:3]=[N:2]1, predict the reactants needed to synthesize it. The reactants are: [NH:1]1[C:9]2[C:4](=[C:5]([C:10]3[N:11]=[C:12]([N:22]4[CH2:27][CH2:26][O:25][CH2:24][CH2:23]4)[C:13]4[S:18][C:17]([C:19]([OH:21])=O)=[CH:16][C:14]=4[N:15]=3)[CH:6]=[CH:7][CH:8]=2)[CH:3]=[N:2]1.[C:28]([N:31]1[CH2:36][CH2:35][NH:34][CH2:33][CH2:32]1)(=[O:30])[CH3:29]. (9) Given the product [C:1]([O:4][CH2:5][CH2:6][CH2:7][C:8]([F:17])([C:9]([F:10])([F:11])[F:12])[C:13]([F:15])([F:14])[F:16])(=[O:3])[CH3:2], predict the reactants needed to synthesize it. The reactants are: [C:1]([O:4][CH2:5][CH:6](I)[CH2:7][C:8]([F:17])([C:13]([F:16])([F:15])[F:14])[C:9]([F:12])([F:11])[F:10])(=[O:3])[CH3:2].C([SnH](CCCC)CCCC)CCC. (10) Given the product [N:1]1([C:13](=[O:14])[C:12]2[N:10]([CH3:11])[CH:9]=[N:8][C:7]=2[N:5]([CH3:6])[C:3]1=[O:4])[CH3:2].[CH:102]1[C:107]([OH:108])=[C:106]([OH:109])[C:105]([OH:110])=[CH:104][C:103]=1[C:111]([O:113][C:114]1[CH:115]=[C:116]([C:122]([O:124][CH2:125][C@H:126]2[O:131][C@@H:130]([O:132][C:133]([C:135]3[CH:136]=[C:137]([OH:154])[C:138]([OH:153])=[C:139]([O:141][C:142]([C:144]4[CH:145]=[C:146]([OH:152])[C:147]([OH:151])=[C:148]([OH:150])[CH:149]=4)=[O:143])[CH:140]=3)=[O:134])[C@H:129]([O:155][C:156]([C:158]3[CH:159]=[C:160]([OH:177])[C:161]([OH:176])=[C:162]([O:164][C:165]([C:167]4[CH:168]=[C:169]([OH:175])[C:170]([OH:174])=[C:171]([OH:173])[CH:172]=4)=[O:166])[CH:163]=3)=[O:157])[C@@H:128]([O:178][C:179]([C:181]3[CH:182]=[C:183]([OH:200])[C:184]([OH:199])=[C:185]([O:187][C:188]([C:190]4[CH:195]=[C:194]([OH:196])[C:193]([OH:197])=[C:192]([OH:198])[CH:191]=4)=[O:189])[CH:186]=3)=[O:180])[C@@H:127]2[O:201][C:202]([C:204]2[CH:205]=[C:206]([OH:223])[C:207]([OH:222])=[C:208]([O:210][C:211]([C:213]3[CH:214]=[C:215]([OH:221])[C:216]([OH:220])=[C:217]([OH:219])[CH:218]=3)=[O:212])[CH:209]=2)=[O:203])=[O:123])[CH:117]=[C:118]([OH:121])[C:119]=1[OH:120])=[O:112], predict the reactants needed to synthesize it. The reactants are: [N:1]1([C:13](=[O:14])[C:12]2[N:10]([CH3:11])[CH:9]=[N:8][C:7]=2[N:5]([CH3:6])[C:3]1=[O:4])[CH3:2].C(O)[C@H]1O[C@@H]2O[C@H]3[C@H](O)[C@@H](O)[C@@H](O[C@H]4[C@H](O)[C@@H](O)[C@@H](O[C@H]5[C@H](O)[C@@H](O)C(OC6[C@H](O)[C@@H](O)C(C7[C@H](O)[C@@H](O)C(O[C@H]8[C@H](O)[C@@H](O)[C@@H](O[C@H]9[C@H](O)[C@@H](O)[C@@H](O[C@H]1[C@H](O)[C@H]2O)O[C@@H]9CO)O[C@@H]8CO)O[C@@H]7CO)O[C@@H]6CO)O[C@@H]5CO)O[C@@H]4CO)O[C@@H]3CO.[CH:102]1[C:107]([OH:108])=[C:106]([OH:109])[C:105]([OH:110])=[CH:104][C:103]=1[C:111]([O:113][C:114]1[CH:115]=[C:116]([C:122]([O:124][CH2:125][C@H:126]2[O:131][C@@H:130]([O:132][C:133]([C:135]3[CH:136]=[C:137]([OH:154])[C:138]([OH:153])=[C:139]([O:141][C:142]([C:144]4[CH:145]=[C:146]([OH:152])[C:147]([OH:151])=[C:148]([OH:150])[CH:149]=4)=[O:143])[CH:140]=3)=[O:134])[C@H:129]([O:155][C:156]([C:158]3[CH:159]=[C:160]([OH:177])[C:161]([OH:176])=[C:162]([O:164][C:165]([C:167]4[CH:168]=[C:169]([OH:175])[C:170]([OH:174])=[C:171]([OH:173])[CH:172]=4)=[O:166])[CH:163]=3)=[O:157])[C@@H:128]([O:178][C:179]([C:181]3[CH:182]=[C:183]([OH:200])[C:184]([OH:199])=[C:185]([O:187][C:188]([C:190]4[CH:191]=[C:192]([OH:198])[C:193]([OH:197])=[C:194]([OH:196])[CH:195]=4)=[O:189])[CH:186]=3)=[O:180])[C@@H:127]2[O:201][C:202]([C:204]2[CH:205]=[C:206]([OH:223])[C:207]([OH:222])=[C:208]([O:210][C:211]([C:213]3[CH:214]=[C:215]([OH:221])[C:216]([OH:220])=[C:217]([OH:219])[CH:218]=3)=[O:212])[CH:209]=2)=[O:203])=[O:123])[CH:117]=[C:118]([OH:121])[C:119]=1[OH:120])=[O:112].